Dataset: Reaction yield outcomes from USPTO patents with 853,638 reactions. Task: Predict the reaction yield, written as a fraction of the theoretical maximum amount of product (1.0 means a 100% yield; for example, 0.34 means a 34% yield). The reactants are Br[C:2]1[N:7]=[C:6]([C:8]([F:11])([F:10])[F:9])[C:5]([Cl:12])=[CH:4][CH:3]=1.[OH:13][CH2:14][CH2:15][C:16]1[CH:21]=[CH:20][C:19]([OH:22])=[CH:18][CH:17]=1.C([O-])([O-])=O.[K+].[K+]. The catalyst is CN(C=O)C. The product is [Cl:12][C:5]1[CH:4]=[CH:3][C:2]([O:22][C:19]2[CH:20]=[CH:21][C:16]([CH2:15][CH2:14][OH:13])=[CH:17][CH:18]=2)=[N:7][C:6]=1[C:8]([F:11])([F:10])[F:9]. The yield is 0.0820.